Dataset: Forward reaction prediction with 1.9M reactions from USPTO patents (1976-2016). Task: Predict the product of the given reaction. (1) Given the reactants [CH3:1][C:2]([NH:4][C:5]1[CH:6]=[CH:7][C:8]([OH:11])=[CH:9][CH:10]=1)=[O:3].[OH:12][C:13]1[CH:14]=[CH:15][CH:16]=[C:17]2[C:22]=1[N:21]=[C:20](C)[CH:19]=[CH:18]2.[NH3:24], predict the reaction product. The product is: [NH2:24][C:20]1[CH:19]=[CH:18][C:17]2[C:22](=[C:13]([O:12][CH:10]([CH3:9])[CH2:5][CH2:6][CH2:7][O:11][C:8]3[CH:9]=[CH:10][C:5]([NH:4][C:2](=[O:3])[CH3:1])=[CH:6][CH:7]=3)[CH:14]=[CH:15][CH:16]=2)[N:21]=1. (2) Given the reactants [CH3:1][C:2]1[CH:7]=[CH:6][C:5]([S:8][C:9]2[CH:10]=[C:11]([CH3:15])[CH:12]=[CH:13][CH:14]=2)=[C:4]([N+:16]([O-])=O)[CH:3]=1.Cl[Sn]Cl, predict the reaction product. The product is: [CH3:1][C:2]1[CH:7]=[CH:6][C:5]([S:8][C:9]2[CH:10]=[C:11]([CH3:15])[CH:12]=[CH:13][CH:14]=2)=[C:4]([NH2:16])[CH:3]=1. (3) Given the reactants [F:1][C:2]1[CH:7]=[CH:6][C:5]([C:8]2[NH:9][CH:10]=[CH:11][C:12]=2[C:13]2[CH:18]=[CH:17][N:16]=[C:15]([NH:19][CH3:20])[N:14]=2)=[CH:4][CH:3]=1.O([Si:29]([CH:36]([CH3:38])[CH3:37])([CH:33]([CH3:35])[CH3:34])[CH:30]([CH3:32])[CH3:31])S(C(F)(F)F)(=O)=O, predict the reaction product. The product is: [F:1][C:2]1[CH:3]=[CH:4][C:5]([C:8]2[N:9]([Si:29]([CH:36]([CH3:38])[CH3:37])([CH:33]([CH3:35])[CH3:34])[CH:30]([CH3:32])[CH3:31])[CH:10]=[CH:11][C:12]=2[C:13]2[CH:18]=[CH:17][N:16]=[C:15]([NH:19][CH3:20])[N:14]=2)=[CH:6][CH:7]=1. (4) Given the reactants [CH:1]1([S:6]([CH2:9][C:10]2[CH:15]=[CH:14][CH:13]=[C:12]([N+:16]([O-])=O)[CH:11]=2)(=[O:8])=[O:7])[CH2:5][CH2:4][CH2:3][CH2:2]1.[Cl-].[NH4+], predict the reaction product. The product is: [CH:1]1([S:6]([CH2:9][C:10]2[CH:11]=[C:12]([CH:13]=[CH:14][CH:15]=2)[NH2:16])(=[O:8])=[O:7])[CH2:5][CH2:4][CH2:3][CH2:2]1. (5) Given the reactants [Cl:1][C:2]1[CH:7]=[CH:6][C:5]([C:8]2[N:9]=[N:10][N:11]([CH3:13])[N:12]=2)=[CH:4][C:3]=1[C:14]1[CH:15]=[CH:16][C:17]([NH2:20])=[N:18][CH:19]=1.[CH3:21][C:22]1[C:27]([C:28](O)=[O:29])=[CH:26][N:25]=[CH:24][CH:23]=1.C(Cl)CCl, predict the reaction product. The product is: [Cl:1][C:2]1[CH:7]=[CH:6][C:5]([C:8]2[N:9]=[N:10][N:11]([CH3:13])[N:12]=2)=[CH:4][C:3]=1[C:14]1[CH:15]=[CH:16][C:17]([NH:20][C:28](=[O:29])[C:27]2[C:22]([CH3:21])=[CH:23][CH:24]=[N:25][CH:26]=2)=[N:18][CH:19]=1. (6) Given the reactants [Br:1][C:2]1[CH:3]=[C:4]([NH:18][S:19]([CH3:22])(=[O:21])=[O:20])[CH:5]=[C:6]([C:8]([C:10]2[CH:15]=[C:14]([CH3:16])[N:13]=[C:12](Cl)[CH:11]=2)=[O:9])[CH:7]=1.[CH3:23][O-:24].[Na+].Cl, predict the reaction product. The product is: [Br:1][C:2]1[CH:3]=[C:4]([NH:18][S:19]([CH3:22])(=[O:21])=[O:20])[CH:5]=[C:6]([C:8]([C:10]2[CH:15]=[C:14]([CH3:16])[N:13]=[C:12]([O:24][CH3:23])[CH:11]=2)=[O:9])[CH:7]=1. (7) Given the reactants Br[C:2]1[S:3][CH:4]=[CH:5][C:6]=1[CH3:7].[CH3:8][O:9][CH2:10][CH2:11]OS(C1C=CC(C)=CC=1)(=O)=O, predict the reaction product. The product is: [CH3:8][O:9][CH2:10][CH2:11][C:2]1[S:3][CH:4]=[CH:5][C:6]=1[CH3:7].